Dataset: Forward reaction prediction with 1.9M reactions from USPTO patents (1976-2016). Task: Predict the product of the given reaction. The product is: [CH3:1][N:2]1[C:6](/[CH:7]=[CH:15]/[C:16]2[CH:21]=[CH:20][N:19]=[C:18]([NH2:22])[N:17]=2)=[C:5]([C:9]2[CH:14]=[CH:13][CH:12]=[CH:11][CH:10]=2)[N:4]=[CH:3]1. Given the reactants [CH3:1][N:2]1[C:6]([CH:7]=O)=[C:5]([C:9]2[CH:14]=[CH:13][CH:12]=[CH:11][CH:10]=2)[N:4]=[CH:3]1.[CH3:15][C:16]1[CH:21]=[CH:20][N:19]=[C:18]([NH2:22])[N:17]=1, predict the reaction product.